This data is from Reaction yield outcomes from USPTO patents with 853,638 reactions. The task is: Predict the reaction yield, written as a fraction of the theoretical maximum amount of product (1.0 means a 100% yield; for example, 0.34 means a 34% yield). (1) The reactants are [N+:1]([C:4]1[CH:5]=[N:6][C:7]2[N:8]([N:10]=[C:11]([O:13][CH2:14][CH2:15][OH:16])[CH:12]=2)[CH:9]=1)([O-:3])=[O:2].C(=O)(O)[O-].[Na+]. The catalyst is O. The product is [N+:1]([C:4]1[CH:9]=[C:12]2[C:11]([O:13][CH2:14][CH2:15][OH:16])=[N:10][NH:8][C:7]2=[N:6][CH:5]=1)([O-:3])=[O:2]. The yield is 0.0290. (2) The reactants are [CH2:1]([O:8][CH:9]([CH3:15])[CH2:10][CH2:11][C:12]([OH:14])=O)[C:2]1[CH:7]=[CH:6][CH:5]=[CH:4][CH:3]=1.C(Cl)(=O)C(Cl)=O.CN(C)C=O.Cl.[NH2:28][C:29]1[C:37]([OH:38])=[C:36]2[C:32]([CH2:33][CH2:34][CH:35]2[CH2:39][CH2:40][NH:41][C:42](=[O:44])[CH3:43])=[CH:31][CH:30]=1. The catalyst is O1CCCC1.N1C=CC=CC=1. The product is [C:42]([NH:41][CH2:40][CH2:39][CH:35]1[C:36]2[C:32](=[CH:31][CH:30]=[C:29]([NH:28][C:12](=[O:14])[CH2:11][CH2:10][CH:9]([O:8][CH2:1][C:2]3[CH:3]=[CH:4][CH:5]=[CH:6][CH:7]=3)[CH3:15])[C:37]=2[OH:38])[CH2:33][CH2:34]1)(=[O:44])[CH3:43]. The yield is 0.570. (3) The reactants are C1COCC1.[N:6]([CH2:9][CH2:10][O:11][CH2:12][CH2:13][O:14][CH2:15][CH2:16][O:17][CH2:18][CH2:19][O:20][C:21]12[CH2:30][CH:25]3[CH2:26][CH:27]([CH2:29][CH:23]([CH2:24]3)[CH2:22]1)[CH2:28]2)=[N+]=[N-].C1(P(C2C=CC=CC=2)C2C=CC=CC=2)C=CC=CC=1. The catalyst is O. The product is [C:21]12([O:20][CH2:19][CH2:18][O:17][CH2:16][CH2:15][O:14][CH2:13][CH2:12][O:11][CH2:10][CH2:9][NH2:6])[CH2:22][CH:23]3[CH2:24][CH:25]([CH2:26][CH:27]([CH2:29]3)[CH2:28]1)[CH2:30]2. The yield is 0.550. (4) The reactants are [C:1]([C:4]1[CH:5]=[C:6]([CH:14]=[CH:15][CH:16]=1)[O:7][CH2:8][C:9]([O:11]CC)=O)(=[O:3])[NH2:2].[NH2:17][CH2:18][CH:19]([OH:31])[CH2:20][N:21]1[CH2:30][CH2:29][C:28]2[C:23](=[CH:24][CH:25]=[CH:26][CH:27]=2)[CH2:22]1. The catalyst is CCO. The product is [CH2:22]1[C:23]2[C:28](=[CH:27][CH:26]=[CH:25][CH:24]=2)[CH2:29][CH2:30][N:21]1[CH2:20][CH:19]([OH:31])[CH2:18][NH:17][C:9](=[O:11])[CH2:8][O:7][C:6]1[CH:5]=[C:4]([CH:16]=[CH:15][CH:14]=1)[C:1]([NH2:2])=[O:3]. The yield is 0.250. (5) The reactants are [CH3:1][O:2][C:3]1[C:7]2[C:8](=[O:25])[N:9]([CH2:16][C:17](=[O:24])[C:18]3[CH:23]=[CH:22][CH:21]=[CH:20][CH:19]=3)[C:10]3[CH:11]=[CH:12][CH:13]=[CH:14][C:15]=3[C:6]=2[N:5]([CH3:26])[C:4]=1[C:27]([NH:29][C@H:30]1[CH2:35][CH2:34][C@H:33]([C:36](O)=[O:37])[CH2:32][CH2:31]1)=[O:28].[NH2:39][CH2:40][CH2:41][OH:42].C1C=CC2N(O)N=NC=2C=1. The catalyst is CN(C=O)C.C(=O)([O-])O.[Na+]. The product is [OH:42][CH2:41][CH2:40][NH:39][C:36]([C@H:33]1[CH2:34][CH2:35][C@H:30]([NH:29][C:27]([C:4]2[N:5]([CH3:26])[C:6]3[C:15]4[CH:14]=[CH:13][CH:12]=[CH:11][C:10]=4[N:9]([CH2:16][C:17](=[O:24])[C:18]4[CH:19]=[CH:20][CH:21]=[CH:22][CH:23]=4)[C:8](=[O:25])[C:7]=3[C:3]=2[O:2][CH3:1])=[O:28])[CH2:31][CH2:32]1)=[O:37]. The yield is 0.560. (6) The reactants are C(=O)([O-])[O-].[Na+].[Na+].[CH:7]12[CH2:16][CH:11]3[CH2:12][CH:13]([CH2:15][CH:9]([CH2:10]3)[CH:8]1[NH:17][C:18]([C:20]1[C:21](Cl)=[N:22][C:23]([Cl:26])=[N:24][CH:25]=1)=[O:19])[CH2:14]2.[CH2:28]([SH:31])[CH2:29][CH3:30]. The catalyst is CN(C=O)C.CCOC(C)=O. The product is [CH:9]12[CH2:15][CH:13]3[CH2:12][CH:11]([CH2:16][CH:7]([CH2:14]3)[CH:8]1[NH:17][C:18]([C:20]1[C:21]([S:31][CH2:28][CH2:29][CH3:30])=[N:22][C:23]([Cl:26])=[N:24][CH:25]=1)=[O:19])[CH2:10]2. The yield is 0.930. (7) The reactants are OC(C(F)(F)F)=O.[CH:8]([N:11]1[C:15]([C:16]2[S:17][C:18]3[CH2:19][CH2:20][O:21][C:22]4[CH:29]=[C:28]([CH:30]5[CH2:35][CH2:34][NH:33][CH2:32][CH2:31]5)[CH:27]=[CH:26][C:23]=4[C:24]=3[N:25]=2)=[N:14][CH:13]=[N:12]1)([CH3:10])[CH3:9].[CH:36]([S:38]([CH3:41])(=[O:40])=[O:39])=[CH2:37].C(Cl)Cl.CO. The catalyst is O.C(O)C. The product is [CH:8]([N:11]1[C:15]([C:16]2[S:17][C:18]3[CH2:19][CH2:20][O:21][C:22]4[CH:29]=[C:28]([CH:30]5[CH2:35][CH2:34][N:33]([CH2:37][CH2:36][S:38]([CH3:41])(=[O:40])=[O:39])[CH2:32][CH2:31]5)[CH:27]=[CH:26][C:23]=4[C:24]=3[N:25]=2)=[N:14][CH:13]=[N:12]1)([CH3:10])[CH3:9]. The yield is 0.710. (8) The reactants are [Cl:1][C:2]1[CH:7]=[C:6]([Cl:8])[CH:5]=[CH:4][C:3]=1[OH:9].[H-].[Na+].Cl[C:13]1[C:18]([C:19]([O:21][CH2:22][CH3:23])=[O:20])=[CH:17][N:16]=[C:15]([CH:24]([CH3:26])[CH3:25])[N:14]=1.O. The catalyst is CN(C)C=O. The product is [Cl:1][C:2]1[CH:7]=[C:6]([Cl:8])[CH:5]=[CH:4][C:3]=1[O:9][C:17]1[C:18]([C:19]([O:21][CH2:22][CH3:23])=[O:20])=[CH:13][N:14]=[C:15]([CH:24]([CH3:25])[CH3:26])[N:16]=1. The yield is 0.960.